Predict which catalyst facilitates the given reaction. From a dataset of Catalyst prediction with 721,799 reactions and 888 catalyst types from USPTO. (1) Reactant: [CH3:1][C:2]1([CH3:23])[CH2:6][N:5]([C:7]([NH:20][CH2:21][CH3:22])=[N:8][S:9]([C:12]2[CH:17]=[CH:16][CH:15]=[C:14]([O:18]C)[CH:13]=2)(=[O:11])=[O:10])[N:4]=[CH:3]1.B(Br)(Br)Br.C([O-])(O)=O.[Na+]. Product: [CH3:1][C:2]1([CH3:23])[CH2:6][N:5]([C:7]([NH:20][CH2:21][CH3:22])=[N:8][S:9]([C:12]2[CH:17]=[CH:16][CH:15]=[C:14]([OH:18])[CH:13]=2)(=[O:11])=[O:10])[N:4]=[CH:3]1. The catalyst class is: 2. (2) Reactant: [F:1][C:2]1[CH:26]=[C:25]([N+:27]([O-:29])=[O:28])[CH:24]=[CH:23][C:3]=1[O:4][C:5]1[CH:10]=[CH:9][N:8]=[C:7]2[CH:11]=[C:12]([C:14]3[N:15]([CH3:22])[C:16]([C:19]([OH:21])=O)=[CH:17][N:18]=3)[S:13][C:6]=12.[O:30]1[CH2:35][CH2:34][N:33]([CH2:36][CH2:37][NH2:38])[CH2:32][CH2:31]1.CCN(C(C)C)C(C)C.CN(C(ON1N=NC2C=CC=NC1=2)=[N+](C)C)C.F[P-](F)(F)(F)(F)F.C([O-])(O)=O.[Na+]. Product: [F:1][C:2]1[CH:26]=[C:25]([N+:27]([O-:29])=[O:28])[CH:24]=[CH:23][C:3]=1[O:4][C:5]1[CH:10]=[CH:9][N:8]=[C:7]2[CH:11]=[C:12]([C:14]3[N:15]([CH3:22])[C:16]([C:19]([NH:38][CH2:37][CH2:36][N:33]4[CH2:34][CH2:35][O:30][CH2:31][CH2:32]4)=[O:21])=[CH:17][N:18]=3)[S:13][C:6]=12. The catalyst class is: 31. (3) Reactant: [S:1]1[CH:5]=[CH:4][N:3]=[C:2]1[C:6]#[N:7].[C:8](OC)(=[O:16])[C:9]1[C:10](=[CH:12][CH:13]=[CH:14][CH:15]=1)[SH:11].C(N(CC)CC)C. Product: [S:1]1[CH:5]=[CH:4][N:3]=[C:2]1[C:6]1[S:11][C:10]2[CH:12]=[CH:13][CH:14]=[CH:15][C:9]=2[C:8](=[O:16])[N:7]=1. The catalyst class is: 11. (4) Reactant: [CH3:1][C:2]([CH3:34])([CH3:33])[C:3](=[O:32])[CH2:4][O:5][C:6]1[CH:11]=[CH:10][C:9]([C:12]([C:17]2[O:18][C:19]3[CH:25]=[C:24]([O:26][S:27]([CH3:30])(=[O:29])=[O:28])[CH:23]=[CH:22][C:20]=3[CH:21]=2)([CH2:15][CH3:16])[CH2:13][CH3:14])=[CH:8][C:7]=1[CH3:31].[BH4-].[Na+]. Product: [CH2:13]([C:12]([C:17]1[O:18][C:19]2[CH:25]=[C:24]([O:26][S:27]([CH3:30])(=[O:29])=[O:28])[CH:23]=[CH:22][C:20]=2[CH:21]=1)([C:9]1[CH:10]=[CH:11][C:6]([O:5][CH2:4][CH:3]([OH:32])[C:2]([CH3:33])([CH3:34])[CH3:1])=[C:7]([CH3:31])[CH:8]=1)[CH2:15][CH3:16])[CH3:14]. The catalyst class is: 1. (5) Reactant: Cl[N:2]1[C:6]2[CH:7]=[CH:8][C:9]([I:11])=[CH:10][C:5]=2[N:4]=[CH:3]1.[NH:12]1[CH2:17][CH2:16][C:15]2([C:25]3[C:20](=[CH:21][CH:22]=[CH:23][CH:24]=3)[C:19](=[O:26])[O:18]2)[CH2:14][CH2:13]1.O. Product: [I:11][C:9]1[CH:8]=[CH:7][C:6]2[NH:2][C:3]([N:12]3[CH2:17][CH2:16][C:15]4([C:25]5[C:20](=[CH:21][CH:22]=[CH:23][CH:24]=5)[C:19](=[O:26])[O:18]4)[CH2:14][CH2:13]3)=[N:4][C:5]=2[CH:10]=1. The catalyst class is: 37. (6) Reactant: [CH2:1]([O:8][C:9]([NH:11][C@@H:12]([CH2:19][CH:20]1[CH2:22][CH2:21]1)[CH:13]([OH:18])[C:14]([O:16]C)=[O:15])=[O:10])[C:2]1[CH:7]=[CH:6][CH:5]=[CH:4][CH:3]=1.[Li+].[OH-].Cl. Product: [CH2:1]([O:8][C:9]([NH:11][C@@H:12]([CH2:19][CH:20]1[CH2:21][CH2:22]1)[CH:13]([OH:18])[C:14]([OH:16])=[O:15])=[O:10])[C:2]1[CH:3]=[CH:4][CH:5]=[CH:6][CH:7]=1. The catalyst class is: 20.